Dataset: Forward reaction prediction with 1.9M reactions from USPTO patents (1976-2016). Task: Predict the product of the given reaction. (1) Given the reactants [Cl:1][C:2]1[C:10]([F:11])=[CH:9][CH:8]=[CH:7][C:3]=1[C:4]([OH:6])=O.[Cl:12][C:13]1[CH:18]=[CH:17][C:16]([CH:19]([CH:22]2[CH2:27][CH2:26][O:25][CH2:24][CH2:23]2)[CH2:20][NH2:21])=[CH:15][CH:14]=1, predict the reaction product. The product is: [Cl:1][C:2]1[C:10]([F:11])=[CH:9][CH:8]=[CH:7][C:3]=1[C:4]([NH:21][CH2:20][CH:19]([C:16]1[CH:15]=[CH:14][C:13]([Cl:12])=[CH:18][CH:17]=1)[CH:22]1[CH2:23][CH2:24][O:25][CH2:26][CH2:27]1)=[O:6]. (2) Given the reactants [C:1]([CH2:3]P(=O)(OCC)OCC)#[N:2].[H-].[Na+].[C:14]1([CH:26]2[CH2:31][CH2:30][C:29](=O)[CH2:28][CH2:27]2)[N:15]=[N:16][N:17]2[C:22]=1[C:21]1[CH:23]=[CH:24][NH:25][C:20]=1[N:19]=[CH:18]2.O, predict the reaction product. The product is: [C:14]1([CH:26]2[CH2:31][CH2:30][C:29](=[CH:3][C:1]#[N:2])[CH2:28][CH2:27]2)[N:15]=[N:16][N:17]2[C:22]=1[C:21]1[CH:23]=[CH:24][NH:25][C:20]=1[N:19]=[CH:18]2. (3) The product is: [NH3:4].[CH3:31][O:30][CH2:29][CH2:28][CH2:27][CH2:26][N:4]1[CH2:5][CH2:6][C:7]([CH3:19])([C:8]2[CH:13]=[CH:12][CH:11]=[C:10]([C:14]3[N:15]=[N:16][NH:17][CH:18]=3)[CH:9]=2)[CH:2]([CH3:1])[CH2:3]1. Given the reactants [CH3:1][CH:2]1[C:7]([CH3:19])([C:8]2[CH:13]=[CH:12][CH:11]=[C:10]([C:14]3[N:15]=[N:16][NH:17][CH:18]=3)[CH:9]=2)[CH2:6][CH2:5][NH:4][CH2:3]1.C(=O)([O-])O.[Na+].I[CH2:26][CH2:27][CH2:28][CH2:29][O:30][CH3:31], predict the reaction product. (4) Given the reactants Cl.[NH2:2][C@H:3]([C:6]([OH:8])=[O:7])[CH2:4][SH:5].C([O-])(=O)C.[K+].CO.[N:16]1[C:25]2[C:20](=[CH:21][CH:22]=[CH:23][CH:24]=2)[C:19]([CH:26]=O)=[CH:18][CH:17]=1, predict the reaction product. The product is: [N:16]1[C:25]2[C:20](=[CH:21][CH:22]=[CH:23][CH:24]=2)[C:19]([C@@H:26]2[NH:2][CH:3]([C:6]([OH:8])=[O:7])[CH2:4][S:5]2)=[CH:18][CH:17]=1. (5) Given the reactants [Cl:1][C:2]1[CH:7]=[C:6]([CH2:8][NH:9][C:10]([C@@H:12]2[CH2:16][C@@H:15]([F:17])[CH2:14][N:13]2C(OC(C)(C)C)=O)=[O:11])[CH:5]=[CH:4][N:3]=1.Cl.O1CCOCC1, predict the reaction product. The product is: [Cl:1][C:2]1[CH:7]=[C:6]([CH2:8][NH:9][C:10]([C@@H:12]2[CH2:16][C@@H:15]([F:17])[CH2:14][NH:13]2)=[O:11])[CH:5]=[CH:4][N:3]=1. (6) Given the reactants [NH:1]1[CH2:6][CH2:5][CH:4]([N:7]2[C:15]3[C:10](=[N:11][CH:12]=[CH:13][CH:14]=3)[NH:9][C:8]2=[O:16])[CH2:3][CH2:2]1.Cl[C:18]1[CH:23]=[C:22]([C:24]([N:26]2[C:34]3[C:29](=[CH:30][C:31]([F:36])=[C:32]([F:35])[CH:33]=3)[CH2:28][CH2:27]2)=[O:25])[CH:21]=[CH:20][N:19]=1, predict the reaction product. The product is: [F:36][C:31]1[CH:30]=[C:29]2[C:34](=[CH:33][C:32]=1[F:35])[N:26]([C:24]([C:22]1[CH:21]=[CH:20][N:19]=[C:18]([N:1]3[CH2:2][CH2:3][CH:4]([N:7]4[C:15]5[C:10](=[N:11][CH:12]=[CH:13][CH:14]=5)[NH:9][C:8]4=[O:16])[CH2:5][CH2:6]3)[CH:23]=1)=[O:25])[CH2:27][CH2:28]2.